This data is from NCI-60 drug combinations with 297,098 pairs across 59 cell lines. The task is: Regression. Given two drug SMILES strings and cell line genomic features, predict the synergy score measuring deviation from expected non-interaction effect. (1) Drug 1: C1=C(C(=O)NC(=O)N1)N(CCCl)CCCl. Drug 2: CCC(=C(C1=CC=CC=C1)C2=CC=C(C=C2)OCCN(C)C)C3=CC=CC=C3.C(C(=O)O)C(CC(=O)O)(C(=O)O)O. Cell line: KM12. Synergy scores: CSS=20.6, Synergy_ZIP=-7.63, Synergy_Bliss=-4.17, Synergy_Loewe=1.91, Synergy_HSA=2.06. (2) Drug 1: C1=C(C(=O)NC(=O)N1)N(CCCl)CCCl. Drug 2: CC(C)(C#N)C1=CC(=CC(=C1)CN2C=NC=N2)C(C)(C)C#N. Cell line: RPMI-8226. Synergy scores: CSS=28.7, Synergy_ZIP=6.15, Synergy_Bliss=7.97, Synergy_Loewe=4.43, Synergy_HSA=4.65. (3) Drug 1: CCCCC(=O)OCC(=O)C1(CC(C2=C(C1)C(=C3C(=C2O)C(=O)C4=C(C3=O)C=CC=C4OC)O)OC5CC(C(C(O5)C)O)NC(=O)C(F)(F)F)O. Drug 2: CC1CCCC2(C(O2)CC(NC(=O)CC(C(C(=O)C(C1O)C)(C)C)O)C(=CC3=CSC(=N3)C)C)C. Cell line: TK-10. Synergy scores: CSS=57.0, Synergy_ZIP=-8.01, Synergy_Bliss=-8.63, Synergy_Loewe=0.391, Synergy_HSA=2.53. (4) Drug 1: C1CN1P(=S)(N2CC2)N3CC3. Synergy scores: CSS=10.3, Synergy_ZIP=-4.17, Synergy_Bliss=0.732, Synergy_Loewe=-12.3, Synergy_HSA=0.151. Cell line: MDA-MB-435. Drug 2: CC1=C(C(=O)C2=C(C1=O)N3CC4C(C3(C2COC(=O)N)OC)N4)N. (5) Drug 1: CCCCCOC(=O)NC1=NC(=O)N(C=C1F)C2C(C(C(O2)C)O)O. Drug 2: CCN(CC)CCCC(C)NC1=C2C=C(C=CC2=NC3=C1C=CC(=C3)Cl)OC. Cell line: SW-620. Synergy scores: CSS=40.8, Synergy_ZIP=1.49, Synergy_Bliss=-1.06, Synergy_Loewe=-42.6, Synergy_HSA=-3.23. (6) Drug 1: CNC(=O)C1=CC=CC=C1SC2=CC3=C(C=C2)C(=NN3)C=CC4=CC=CC=N4. Drug 2: C1=CN(C=N1)CC(O)(P(=O)(O)O)P(=O)(O)O. Cell line: ACHN. Synergy scores: CSS=13.1, Synergy_ZIP=4.41, Synergy_Bliss=3.55, Synergy_Loewe=4.60, Synergy_HSA=4.63. (7) Drug 1: CC1=C(N=C(N=C1N)C(CC(=O)N)NCC(C(=O)N)N)C(=O)NC(C(C2=CN=CN2)OC3C(C(C(C(O3)CO)O)O)OC4C(C(C(C(O4)CO)O)OC(=O)N)O)C(=O)NC(C)C(C(C)C(=O)NC(C(C)O)C(=O)NCCC5=NC(=CS5)C6=NC(=CS6)C(=O)NCCC[S+](C)C)O. Drug 2: COC1=C2C(=CC3=C1OC=C3)C=CC(=O)O2. Cell line: SF-539. Synergy scores: CSS=30.7, Synergy_ZIP=3.85, Synergy_Bliss=4.23, Synergy_Loewe=-19.6, Synergy_HSA=1.64. (8) Drug 1: CCC(=C(C1=CC=CC=C1)C2=CC=C(C=C2)OCCN(C)C)C3=CC=CC=C3.C(C(=O)O)C(CC(=O)O)(C(=O)O)O. Drug 2: C(CC(=O)O)C(=O)CN.Cl. Cell line: RXF 393. Synergy scores: CSS=2.43, Synergy_ZIP=-1.48, Synergy_Bliss=-2.14, Synergy_Loewe=-2.20, Synergy_HSA=-2.34. (9) Drug 1: C1=CN(C=N1)CC(O)(P(=O)(O)O)P(=O)(O)O. Drug 2: CCC1(C2=C(COC1=O)C(=O)N3CC4=CC5=C(C=CC(=C5CN(C)C)O)N=C4C3=C2)O.Cl. Cell line: NCI-H322M. Synergy scores: CSS=3.94, Synergy_ZIP=-2.05, Synergy_Bliss=-0.795, Synergy_Loewe=-2.14, Synergy_HSA=-1.26.